Predict the reactants needed to synthesize the given product. From a dataset of Full USPTO retrosynthesis dataset with 1.9M reactions from patents (1976-2016). (1) Given the product [OH:1][C:2]1[C:7](=[O:8])[CH:6]=[CH:5][N:4]([CH3:9])[C:3]=1[CH:10]([NH:19][CH2:16][CH:17]=[CH2:18])[C:11]([F:14])([F:13])[F:12], predict the reactants needed to synthesize it. The reactants are: [OH:1][C:2]1[C:7](=[O:8])[CH:6]=[CH:5][N:4]([CH3:9])[C:3]=1[CH:10](O)[C:11]([F:14])([F:13])[F:12].[CH2:16]([NH2:19])[CH:17]=[CH2:18]. (2) Given the product [N:2]1[CH:3]=[CH:4][C:5]([C:8]2[N:9]=[C:10]([SH:13])[S:11][CH:12]=2)=[CH:6][CH:7]=1, predict the reactants needed to synthesize it. The reactants are: Br.[N:2]1[CH:7]=[CH:6][C:5]([C:8]2[N:9]=[C:10]([SH:13])[S:11][CH:12]=2)=[CH:4][CH:3]=1.[OH-].[Na+]. (3) Given the product [OH:30][C@@H:12]1[CH2:13][C@@H:14]2[O:15][CH2:16][C@@H:17]([CH2:21][CH2:22][CH2:23][C:24]([O:26][CH:27]([CH3:29])[CH3:28])=[O:25])[CH2:18][CH2:19][C@@H:20]2[C@H:11]1/[CH:10]=[CH:9]/[C@@H:8]([OH:7])[CH2:37][O:38][C:39]1[CH:40]=[CH:41][CH:42]=[CH:43][CH:44]=1, predict the reactants needed to synthesize it. The reactants are: C1COCC1.O.[OH:7][C@@H:8]([CH2:37][O:38][C:39]1[CH:44]=[CH:43][CH:42]=[CH:41][CH:40]=1)/[CH:9]=[CH:10]/[C@@H:11]1[C@@H:20]2[C@@H:14]([O:15][CH2:16][C@@H:17]([CH2:21][CH2:22][CH2:23][C:24]([O:26][CH:27]([CH3:29])[CH3:28])=[O:25])[CH2:18][CH2:19]2)[CH2:13][C@H:12]1[O:30]C1CCCCO1. (4) The reactants are: [CH2:1]([O:3][C:4](=[O:27])[CH2:5][C:6]1[C:7]([Cl:26])=[N:8][CH:9]=[C:10]([C:12]2[CH:17]=[CH:16][C:15]([C:18]([F:21])([F:20])[F:19])=[CH:14][C:13]=2[CH2:22][NH:23][CH2:24][CH3:25])[CH:11]=1)[CH3:2].[CH:28]1([C:31](O)=[O:32])[CH2:30][CH2:29]1. Given the product [CH2:1]([O:3][C:4](=[O:27])[CH2:5][C:6]1[C:7]([Cl:26])=[N:8][CH:9]=[C:10]([C:12]2[CH:17]=[CH:16][C:15]([C:18]([F:19])([F:20])[F:21])=[CH:14][C:13]=2[CH2:22][N:23]([C:31]([CH:28]2[CH2:30][CH2:29]2)=[O:32])[CH2:24][CH3:25])[CH:11]=1)[CH3:2], predict the reactants needed to synthesize it. (5) Given the product [Cl:1][C:2]1[N:7]=[C:6]([CH:8]([CH:10]2[CH2:11][CH2:12]2)[OH:9])[CH:5]=[CH:4][N:3]=1, predict the reactants needed to synthesize it. The reactants are: [Cl:1][C:2]1[N:7]=[C:6]([C:8]([CH:10]2[CH2:12][CH2:11]2)=[O:9])[CH:5]=[CH:4][N:3]=1.[BH4-].[Na+]. (6) The reactants are: Cl[C:2]1[C:11]([N:12]([CH3:16])[CH:13]([CH3:15])[CH3:14])=[N:10][C:9]2[C:4](=[CH:5][CH:6]=[C:7]([C:17]#[N:18])[CH:8]=2)[N:3]=1.[CH3:19][C:20]1[NH:21][C:22]2[C:27]([CH:28]=1)=[CH:26][C:25](B1OC(C)(C)C(C)(C)O1)=[CH:24][CH:23]=2.C(=O)([O-])[O-].[K+].[K+].O. Given the product [CH3:16][N:12]([CH:13]([CH3:15])[CH3:14])[C:11]1[C:2]([C:25]2[CH:26]=[C:27]3[C:22](=[CH:23][CH:24]=2)[NH:21][C:20]([CH3:19])=[CH:28]3)=[N:3][C:4]2[C:9]([N:10]=1)=[CH:8][C:7]([C:17]#[N:18])=[CH:6][CH:5]=2, predict the reactants needed to synthesize it.